This data is from Forward reaction prediction with 1.9M reactions from USPTO patents (1976-2016). The task is: Predict the product of the given reaction. (1) Given the reactants [Cl:1][C:2]1[CH:7]=[CH:6][C:5]([N:8]2[CH2:12][C:11]3([CH2:17][CH2:16][CH2:15][CH2:14][CH2:13]3)[NH:10][C:9]2=[O:18])=[C:4]([F:19])[CH:3]=1.[H-].[Na+].Br[CH2:23][C:24]([C:26]1[CH:31]=[CH:30][C:29]([Cl:32])=[C:28]([CH3:33])[CH:27]=1)=[O:25].NC(N)=O, predict the reaction product. The product is: [Cl:1][C:2]1[CH:7]=[CH:6][C:5]([N:8]2[CH2:12][C:11]3([CH2:17][CH2:16][CH2:15][CH2:14][CH2:13]3)[N:10]([CH2:23][C:24]([C:26]3[CH:31]=[CH:30][C:29]([Cl:32])=[C:28]([CH3:33])[CH:27]=3)=[O:25])[C:9]2=[O:18])=[C:4]([F:19])[CH:3]=1. (2) Given the reactants [Cl:1][C:2]1[CH:7]=[CH:6][C:5]([CH2:8][C:9]([S:11][C:12]#[N:13])=O)=[CH:4][CH:3]=1.[BrH:14].C(O)(=O)C, predict the reaction product. The product is: [Cl:1][C:2]1[CH:7]=[CH:6][C:5]([C:8]2[N:13]=[C:12]([Br:14])[S:11][CH:9]=2)=[CH:4][CH:3]=1. (3) Given the reactants I[C:2]1[N:11]2[C:5]([CH:6]([O:16][CH:17]3[CH2:22][CH2:21][N:20]([CH3:23])[CH2:19][CH2:18]3)[C:7]3[CH:15]=[CH:14][CH:13]=[CH:12][C:8]=3[CH2:9][CH2:10]2)=[N:4][C:3]=1I.[C:25]1(B(O)O)[CH:30]=[CH:29][CH:28]=[CH:27][CH:26]=1.O, predict the reaction product. The product is: [CH3:23][N:20]1[CH2:21][CH2:22][CH:17]([O:16][CH:6]2[C:7]3[CH:15]=[CH:14][CH:13]=[CH:12][C:8]=3[CH2:9][CH2:10][N:11]3[C:5]2=[N:4][C:3]([C:7]2[CH:15]=[CH:14][CH:13]=[CH:12][CH:8]=2)=[C:2]3[C:25]2[CH:30]=[CH:29][CH:28]=[CH:27][CH:26]=2)[CH2:18][CH2:19]1. (4) Given the reactants [F:1][C:2]([F:7])([F:6])[C:3]([OH:5])=[O:4].[Cl:8][C:9]1[CH:10]=[CH:11][C:12]2[O:17][C:16](=[O:18])[CH:15]=[C:14]([O:19]CCCNC)[C:13]=2[CH:25]=1.C(N(C(C)C)CC)(C)C.C(OC([NH:42][C:43]([N:52]1[CH:56]=[CH:55][CH:54]=N1)=[N:44]C(OC(C)(C)C)=O)=O)(C)(C)C, predict the reaction product. The product is: [F:1][C:2]([F:7])([F:6])[C:3]([OH:5])=[O:4].[Cl:8][C:9]1[CH:10]=[CH:11][C:12]2[O:17][C:16](=[O:18])[CH:15]=[C:14]([O:19][CH2:54][CH2:55][CH2:56][NH:52][C:43]([NH2:42])=[NH:44])[C:13]=2[CH:25]=1. (5) Given the reactants [CH2:1]([N:5]1[C:9](=[O:10])[C:8](Cl)=[C:7]([C:12]2[CH:17]=[CH:16][CH:15]=[CH:14][CH:13]=2)[S:6]1(=[O:19])=[O:18])[CH2:2][CH2:3][CH3:4].[N:20]1([C:26]2[CH:31]=[CH:30][C:29]([CH2:32][NH2:33])=[CH:28][CH:27]=2)[CH2:25][CH2:24][O:23][CH2:22][CH2:21]1, predict the reaction product. The product is: [CH2:1]([N:5]1[C:9](=[O:10])[C:8]([NH:33][CH2:32][C:29]2[CH:28]=[CH:27][C:26]([N:20]3[CH2:25][CH2:24][O:23][CH2:22][CH2:21]3)=[CH:31][CH:30]=2)=[C:7]([C:12]2[CH:17]=[CH:16][CH:15]=[CH:14][CH:13]=2)[S:6]1(=[O:19])=[O:18])[CH2:2][CH2:3][CH3:4]. (6) Given the reactants C(=O)([O-])[O-].[Cs+].[Cs+].[N-:7]1[CH:11]=[N:10][CH:9]=[N:8]1.[Na+].Br[C:14]([CH3:21])([CH3:20])[C:15]([O:17][CH2:18][CH3:19])=[O:16], predict the reaction product. The product is: [CH3:20][C:14]([N:7]1[CH:11]=[N:10][CH:9]=[N:8]1)([CH3:21])[C:15]([O:17][CH2:18][CH3:19])=[O:16].